From a dataset of NCI-60 drug combinations with 297,098 pairs across 59 cell lines. Regression. Given two drug SMILES strings and cell line genomic features, predict the synergy score measuring deviation from expected non-interaction effect. (1) Drug 1: C1=CC(=CC=C1CCC2=CNC3=C2C(=O)NC(=N3)N)C(=O)NC(CCC(=O)O)C(=O)O. Drug 2: C1C(C(OC1N2C=NC3=C(N=C(N=C32)Cl)N)CO)O. Cell line: SF-539. Synergy scores: CSS=37.7, Synergy_ZIP=0.300, Synergy_Bliss=-1.33, Synergy_Loewe=-11.5, Synergy_HSA=-1.09. (2) Drug 1: CS(=O)(=O)C1=CC(=C(C=C1)C(=O)NC2=CC(=C(C=C2)Cl)C3=CC=CC=N3)Cl. Drug 2: CC1=C(C=C(C=C1)NC(=O)C2=CC=C(C=C2)CN3CCN(CC3)C)NC4=NC=CC(=N4)C5=CN=CC=C5. Cell line: A498. Synergy scores: CSS=-3.38, Synergy_ZIP=0.181, Synergy_Bliss=-3.28, Synergy_Loewe=-6.36, Synergy_HSA=-6.17. (3) Drug 1: CCC(=C(C1=CC=CC=C1)C2=CC=C(C=C2)OCCN(C)C)C3=CC=CC=C3.C(C(=O)O)C(CC(=O)O)(C(=O)O)O. Drug 2: CC1C(C(CC(O1)OC2CC(CC3=C2C(=C4C(=C3O)C(=O)C5=C(C4=O)C(=CC=C5)OC)O)(C(=O)CO)O)N)O.Cl. Cell line: A549. Synergy scores: CSS=35.7, Synergy_ZIP=-1.51, Synergy_Bliss=2.17, Synergy_Loewe=-8.81, Synergy_HSA=3.43. (4) Drug 1: C1CCC(C1)C(CC#N)N2C=C(C=N2)C3=C4C=CNC4=NC=N3. Drug 2: CCC1(CC2CC(C3=C(CCN(C2)C1)C4=CC=CC=C4N3)(C5=C(C=C6C(=C5)C78CCN9C7C(C=CC9)(C(C(C8N6C)(C(=O)OC)O)OC(=O)C)CC)OC)C(=O)OC)O.OS(=O)(=O)O. Cell line: HCT116. Synergy scores: CSS=53.7, Synergy_ZIP=-0.342, Synergy_Bliss=-0.623, Synergy_Loewe=-33.5, Synergy_HSA=-1.80. (5) Drug 1: COC1=C(C=C2C(=C1)N=CN=C2NC3=CC(=C(C=C3)F)Cl)OCCCN4CCOCC4. Drug 2: C1C(C(OC1N2C=NC3=C(N=C(N=C32)Cl)N)CO)O. Cell line: HCT-15. Synergy scores: CSS=45.1, Synergy_ZIP=-2.02, Synergy_Bliss=1.61, Synergy_Loewe=2.37, Synergy_HSA=3.02. (6) Drug 1: CC=C1C(=O)NC(C(=O)OC2CC(=O)NC(C(=O)NC(CSSCCC=C2)C(=O)N1)C(C)C)C(C)C. Drug 2: COCCOC1=C(C=C2C(=C1)C(=NC=N2)NC3=CC=CC(=C3)C#C)OCCOC.Cl. Cell line: RPMI-8226. Synergy scores: CSS=68.1, Synergy_ZIP=-0.572, Synergy_Bliss=-0.191, Synergy_Loewe=-63.5, Synergy_HSA=-1.27. (7) Drug 1: C1=NC2=C(N1)C(=S)N=CN2. Drug 2: COC1=C2C(=CC3=C1OC=C3)C=CC(=O)O2. Cell line: UO-31. Synergy scores: CSS=18.7, Synergy_ZIP=-3.45, Synergy_Bliss=3.32, Synergy_Loewe=-8.08, Synergy_HSA=-0.522.